The task is: Binary Classification. Given a T-cell receptor sequence (or CDR3 region) and an epitope sequence, predict whether binding occurs between them.. This data is from TCR-epitope binding with 47,182 pairs between 192 epitopes and 23,139 TCRs. The epitope is TPINLVRDL. The TCR CDR3 sequence is CASSQTSGRWELFF. Result: 1 (the TCR binds to the epitope).